Predict the product of the given reaction. From a dataset of Forward reaction prediction with 1.9M reactions from USPTO patents (1976-2016). (1) Given the reactants [CH:1]1([C@H:4]([NH:31][C:32](=[O:54])[C@H:33]([CH:39]([C:47]2[CH:52]=[CH:51][C:50]([F:53])=[CH:49][CH:48]=2)[C:40]2[CH:45]=[CH:44][C:43]([F:46])=[CH:42][CH:41]=2)[NH:34][C:35]([O:37][CH3:38])=[O:36])[CH2:5][CH2:6][CH2:7][C@H:8]([N:11]([CH2:26][CH2:27][CH:28]([CH3:30])[CH3:29])[S:12]([C:15]2[CH:24]=[CH:23][C:18]([C:19](OC)=[O:20])=[C:17]([F:25])[CH:16]=2)(=[O:14])=[O:13])[CH2:9][OH:10])[CH2:3][CH2:2]1.[BH4-].[Li+], predict the reaction product. The product is: [CH:1]1([C@H:4]([NH:31][C:32](=[O:54])[C@H:33]([CH:39]([C:47]2[CH:52]=[CH:51][C:50]([F:53])=[CH:49][CH:48]=2)[C:40]2[CH:45]=[CH:44][C:43]([F:46])=[CH:42][CH:41]=2)[NH:34][C:35]([O:37][CH3:38])=[O:36])[CH2:5][CH2:6][CH2:7][C@H:8]([N:11]([S:12]([C:15]2[CH:24]=[CH:23][C:18]([CH2:19][OH:20])=[C:17]([F:25])[CH:16]=2)(=[O:13])=[O:14])[CH2:26][CH2:27][CH:28]([CH3:30])[CH3:29])[CH2:9][OH:10])[CH2:3][CH2:2]1. (2) Given the reactants [Cl:1][C:2]1[CH:20]=[C:19]([Cl:21])[CH:18]=[CH:17][C:3]=1[CH2:4][N:5]1[CH:9]=[C:8]([CH2:10][CH2:11][CH2:12][OH:13])[C:7]([O:14][CH2:15][CH3:16])=[N:6]1.O[C:23]1[C:27]([CH2:28][CH2:29][C:30]([O:32]CC)=[O:31])=[CH:26][N:25]([C:35]2[CH:40]=[CH:39][CH:38]=[CH:37][CH:36]=2)[N:24]=1.C(P(CCCC)CCCC)CCC.N(C(N1CCCCC1)=O)=NC(N1CCCCC1)=O.O1CCCC1CCO.[OH-].[Na+].Cl, predict the reaction product. The product is: [Cl:1][C:2]1[CH:20]=[C:19]([Cl:21])[CH:18]=[CH:17][C:3]=1[CH2:4][N:5]1[CH:9]=[C:8]([CH2:10][CH2:11][CH2:12][O:13][C:23]2[C:27]([CH2:28][CH2:29][C:30]([OH:32])=[O:31])=[CH:26][N:25]([C:35]3[CH:40]=[CH:39][CH:38]=[CH:37][CH:36]=3)[N:24]=2)[C:7]([O:14][CH2:15][CH3:16])=[N:6]1. (3) The product is: [NH2:7][C:8]1[N:13]=[C:12]([C:37]2[CH:36]=[C:35]([NH:34][C:18]3[C:17]4[C:22](=[CH:23][C:24]([F:26])=[CH:25][C:16]=4[F:15])[N:21]=[C:20]([C:27]4[CH:32]=[CH:31][CH:30]=[CH:29][N:28]=4)[C:19]=3[CH3:33])[C:40]([N:41]3[CH2:42][CH2:43][O:44][CH2:45][CH2:46]3)=[N:39][CH:38]=2)[CH:11]=[CH:10][N:9]=1. Given the reactants C(=O)([O-])[O-].[Na+].[Na+].[NH2:7][C:8]1[N:13]=[C:12](Cl)[CH:11]=[CH:10][N:9]=1.[F:15][C:16]1[CH:25]=[C:24]([F:26])[CH:23]=[C:22]2[C:17]=1[C:18]([NH:34][C:35]1[CH:36]=[C:37](B(O)O)[CH:38]=[N:39][C:40]=1[N:41]1[CH2:46][CH2:45][O:44][CH2:43][CH2:42]1)=[C:19]([CH3:33])[C:20]([C:27]1[CH:32]=[CH:31][CH:30]=[CH:29][N:28]=1)=[N:21]2.O1CCOCC1, predict the reaction product. (4) Given the reactants C[O:2][C:3]([C:5]1[CH:9]=[C:8]([CH:10]([CH3:12])[CH3:11])[N:7]([CH2:13][C:14]2[CH:19]=[CH:18][CH:17]=[CH:16][CH:15]=2)[C:6]=1[CH:20]([CH3:22])[CH3:21])=[O:4].[OH-].[Na+], predict the reaction product. The product is: [CH2:13]([N:7]1[C:8]([CH:10]([CH3:12])[CH3:11])=[CH:9][C:5]([C:3]([OH:4])=[O:2])=[C:6]1[CH:20]([CH3:22])[CH3:21])[C:14]1[CH:15]=[CH:16][CH:17]=[CH:18][CH:19]=1. (5) Given the reactants [F:1][C@@H:2]1[CH2:6][CH2:5][N:4]([C:7]([O:9][C@H:10]2[CH2:15][CH2:14][CH2:13][C@@H:12]([NH:16][C:17]3[C:22]([F:23])=[CH:21][N:20]=[C:19]([C:24]4[C:32]5[C:27](=[N:28][CH:29]=[C:30]([F:33])[CH:31]=5)[N:26](S(C5C=CC(C)=CC=5)(=O)=O)[CH:25]=4)[N:18]=3)[CH2:11]2)=[O:8])[CH2:3]1.[Li+].[OH-].[Cl-].[NH4+], predict the reaction product. The product is: [F:1][C@H:2]1[CH2:6][CH2:5][N:4]([C:7]([O:9][C@H:10]2[CH2:15][CH2:14][CH2:13][C@@H:12]([NH:16][C:17]3[C:22]([F:23])=[CH:21][N:20]=[C:19]([C:24]4[C:32]5[C:27](=[N:28][CH:29]=[C:30]([F:33])[CH:31]=5)[NH:26][CH:25]=4)[N:18]=3)[CH2:11]2)=[O:8])[CH2:3]1. (6) Given the reactants [O:1]=[C:2]([NH:25][CH2:26][C:27]1[CH:28]=[N:29][CH:30]=[CH:31][CH:32]=1)[CH2:3][CH2:4][CH2:5][CH2:6][CH2:7][C:8]([NH:10][C:11]1[CH:16]=[CH:15][CH:14]=[CH:13][C:12]=1[NH:17]C(=O)OC(C)(C)C)=[O:9].Cl, predict the reaction product. The product is: [NH2:17][C:12]1[CH:13]=[CH:14][CH:15]=[CH:16][C:11]=1[NH:10][C:8](=[O:9])[CH2:7][CH2:6][CH2:5][CH2:4][CH2:3][C:2]([NH:25][CH2:26][C:27]1[CH:28]=[N:29][CH:30]=[CH:31][CH:32]=1)=[O:1]. (7) Given the reactants [CH3:1][CH:2]([CH3:14])[C:3]([O:5][CH:6]([O:10][C:11]([CH3:13])=[S:12])[CH:7]([CH3:9])[CH3:8])=[O:4].FC(F)(F)[C@@H](C1C2C(C=C3C=1C=CC=C3)=CC=CC=2)O, predict the reaction product. The product is: [CH3:1][CH:2]([CH3:14])[C:3]([O:5][C@H:6]([O:10][C:11]([CH3:13])=[S:12])[CH:7]([CH3:8])[CH3:9])=[O:4]. (8) Given the reactants [NH2:1][C:2]1[CH:33]=[CH:32][C:5]([CH2:6][CH2:7][N:8]2[C:13]3[N:14]=[C:15]([NH:18][CH3:19])[N:16]=[CH:17][C:12]=3[CH:11]=[C:10]([C:20]3[CH:25]=[C:24]([O:26][CH3:27])[CH:23]=[C:22]([O:28][CH3:29])[C:21]=3[Cl:30])[C:9]2=[O:31])=[CH:4][CH:3]=1.CCN(C(C)C)C(C)C.Cl[CH2:44][CH2:45][S:46](Cl)(=[O:48])=[O:47], predict the reaction product. The product is: [Cl:30][C:21]1[C:22]([O:28][CH3:29])=[CH:23][C:24]([O:26][CH3:27])=[CH:25][C:20]=1[C:10]1[C:9](=[O:31])[N:8]([CH2:7][CH2:6][C:5]2[CH:32]=[CH:33][C:2]([NH:1][S:46]([CH:45]=[CH2:44])(=[O:48])=[O:47])=[CH:3][CH:4]=2)[C:13]2[N:14]=[C:15]([NH:18][CH3:19])[N:16]=[CH:17][C:12]=2[CH:11]=1. (9) Given the reactants [NH2:1][CH2:2][C:3]1[CH:4]=[C:5]([C:9]2[CH:10]=[N:11][C:12]([N:15]3[CH2:20][CH2:19][N:18]([C:21]4[CH:30]=[CH:29][C:24]([C:25]([O:27][CH3:28])=[O:26])=[CH:23][C:22]=4[Cl:31])[CH2:17][CH2:16]3)=[N:13][CH:14]=2)[CH:6]=[CH:7][CH:8]=1.C1N=CN([C:37]([N:39]2[CH:43]=[N:42]C=C2)=[O:38])C=1.C[N:45](C=O)C, predict the reaction product. The product is: [C:43]([NH:39][C:37]([NH:1][CH2:2][C:3]1[CH:4]=[C:5]([C:9]2[CH:10]=[N:11][C:12]([N:15]3[CH2:16][CH2:17][N:18]([C:21]4[CH:30]=[CH:29][C:24]([C:25]([O:27][CH3:28])=[O:26])=[CH:23][C:22]=4[Cl:31])[CH2:19][CH2:20]3)=[N:13][CH:14]=2)[CH:6]=[CH:7][CH:8]=1)=[O:38])(=[NH:42])[NH2:45]. (10) Given the reactants [N:1]([CH2:4][CH2:5][CH2:6][CH2:7][CH:8]([C:42]([OH:44])=[O:43])[NH:9][C:10](=[O:41])[CH2:11][CH2:12][CH2:13][CH2:14][CH2:15][CH2:16][C:17](=[O:40])[NH:18][CH2:19][CH2:20][CH2:21][CH2:22][C@@H:23]([C:37]([OH:39])=[O:38])[NH:24][C:25](=[O:36])[NH:26][C@H:27]([C:33]([OH:35])=[O:34])[CH2:28][CH2:29][C:30]([OH:32])=[O:31])=[N+:2]=[N-:3].[NH2:45][CH2:46][CH2:47][CH2:48][CH2:49][CH:50]([NH:54][C:55](=[O:71])[CH:56]([NH:66][C:67](=[O:70])[C:68]#[CH:69])[CH2:57][CH2:58][CH2:59][CH2:60][NH:61][C:62](=[O:65])[C:63]#[CH:64])[C:51]([OH:53])=[O:52].[O:72]=[C:73]1[O:79][C@H:78]([C@H:80]([CH2:82]O)O)[C:76]([O-])=[C:74]1O.[Na+], predict the reaction product. The product is: [NH2:45][CH2:46][CH2:47][CH2:48][CH2:49][CH:50]([NH:54][C:55](=[O:71])[CH:56]([NH:66][C:67]([C:68]1[N:1]=[N:2][NH:3][C:69]=1[CH2:82][CH2:80][CH2:78][CH2:76][CH:74]([C:73]([OH:79])=[O:72])[NH:9][C:10](=[O:41])[CH2:11][CH2:12][CH2:13][CH2:14][CH2:15][CH2:16][C:17](=[O:40])[NH:18][CH2:19][CH2:20][CH2:21][CH2:22][C@@H:23]([C:37]([OH:39])=[O:38])[NH:24][C:25](=[O:36])[NH:26][CH:27]([C:33]([OH:35])=[O:34])[CH2:28][CH2:29][C:30]([OH:32])=[O:31])=[O:70])[CH2:57][CH2:58][CH2:59][CH2:60][NH:61][C:62]([C:63]1[N:3]=[N:2][N:1]([CH2:4][CH2:5][CH2:6][CH2:7][CH:8]([C:42]([OH:44])=[O:43])[NH:9][C:10](=[O:41])[CH2:11][CH2:12][CH2:13][CH2:14][CH2:15][CH2:16][C:17](=[O:40])[NH:18][CH2:19][CH2:20][CH2:21][CH2:22][C@@H:23]([C:37]([OH:39])=[O:38])[NH:24][C:25](=[O:36])[NH:26][CH:27]([C:33]([OH:35])=[O:34])[CH2:28][CH2:29][C:30]([OH:32])=[O:31])[CH:64]=1)=[O:65])[C:51]([OH:53])=[O:52].